This data is from Forward reaction prediction with 1.9M reactions from USPTO patents (1976-2016). The task is: Predict the product of the given reaction. (1) Given the reactants [H-].[H-].[H-].[H-].[Li+].[Al+3].[CH2:7]([N:10]1[CH:14]=[C:13]([CH:15]=[O:16])[N:12]=[CH:11]1)[CH2:8][CH3:9].[OH-].[Na+].[O-]S([O-])(=O)=O.[Mg+2], predict the reaction product. The product is: [CH2:7]([N:10]1[CH:14]=[C:13]([CH2:15][OH:16])[N:12]=[CH:11]1)[CH2:8][CH3:9]. (2) Given the reactants [H-].[Al+3].[Li+].[H-].[H-].[H-].[C:7]([C:11]1[CH:16]=[CH:15][C:14]([C:17]2[S:18][CH:19]=[C:20]([C:26](OCC)=[O:27])[C:21]=2[O:22][CH2:23][O:24][CH3:25])=[CH:13][CH:12]=1)([CH3:10])([CH3:9])[CH3:8].[Cl-].[NH4+], predict the reaction product. The product is: [C:7]([C:11]1[CH:16]=[CH:15][C:14]([C:17]2[S:18][CH:19]=[C:20]([CH2:26][OH:27])[C:21]=2[O:22][CH2:23][O:24][CH3:25])=[CH:13][CH:12]=1)([CH3:10])([CH3:8])[CH3:9]. (3) The product is: [C:25]([OH:30])(=[O:29])[C:26]([OH:28])=[O:27].[NH2:5][CH2:4][CH:3]([NH:16][C:17](=[O:23])[O:18][C:19]([CH3:21])([CH3:20])[CH3:22])[CH:2]([F:24])[F:1]. Given the reactants [F:1][CH:2]([F:24])[CH:3]([NH:16][C:17](=[O:23])[O:18][C:19]([CH3:22])([CH3:21])[CH3:20])[CH2:4][NH:5]C(=O)OCC1C=CC=CC=1.[C:25]([OH:30])(=[O:29])[C:26]([OH:28])=[O:27], predict the reaction product. (4) The product is: [Cl:1][C:2]1[C:3]([CH3:12])=[N:4][C:5]2[N:6]([N:9]=[CH:10][CH:11]=2)[C:7]=1[F:31]. Given the reactants [Cl:1][C:2]1[C:3]([CH3:12])=[N:4][C:5]2[N:6]([N:9]=[CH:10][CH:11]=2)[C:7]=1Cl.C1OCCOCCOCCOCCOCCOC1.[F-:31].[K+].O, predict the reaction product. (5) Given the reactants [CH3:1][O:2][C:3]([C:5]1[S:9][C:8]2[CH:10]=[C:11](Cl)[CH:12]=[CH:13][C:7]=2[C:6]=1[O:15][CH2:16][C:17]([O:19][C:20]([CH3:23])([CH3:22])[CH3:21])=[O:18])=[O:4].[C:24]([C:26]1[CH:31]=[CH:30][C:29](B(O)O)=[CH:28][CH:27]=1)#[N:25].[F-].[K+], predict the reaction product. The product is: [CH3:1][O:2][C:3]([C:5]1[S:9][C:8]2[CH:10]=[C:11]([C:29]3[CH:30]=[CH:31][C:26]([C:24]#[N:25])=[CH:27][CH:28]=3)[CH:12]=[CH:13][C:7]=2[C:6]=1[O:15][CH2:16][C:17]([O:19][C:20]([CH3:23])([CH3:22])[CH3:21])=[O:18])=[O:4]. (6) The product is: [C:30]([C:34]1[CH:35]=[CH:36][C:37]([NH:38][C:23]([C:14]2[C:15]3[O:19][C:18]([CH3:20])=[N:17][C:16]=3[C:21]3[NH:22][C:10]([NH:9][C:3]4[C:4]([Cl:8])=[CH:5][CH:6]=[CH:7][C:2]=4[Cl:1])=[N:11][C:12]=3[CH:13]=2)=[O:25])=[CH:39][CH:40]=1)([CH3:33])([CH3:31])[CH3:32]. Given the reactants [Cl:1][C:2]1[CH:7]=[CH:6][CH:5]=[C:4]([Cl:8])[C:3]=1[NH:9][C:10]1[NH:22][C:21]2[C:16]3[N:17]=[C:18]([CH3:20])[O:19][C:15]=3[C:14]([C:23]([OH:25])=O)=[CH:13][C:12]=2[N:11]=1.S(Cl)(Cl)=O.[C:30]([C:34]1[CH:40]=[CH:39][C:37]([NH2:38])=[CH:36][CH:35]=1)([CH3:33])([CH3:32])[CH3:31].[H-].[Na+], predict the reaction product. (7) Given the reactants [CH2:1]([O:3][C:4](=[O:30])[CH2:5][CH2:6][CH2:7][CH:8]1[C:17]2[C:12](=[C:13]([CH3:22])[C:14]([C:18]([NH:20][OH:21])=[NH:19])=[CH:15][CH:16]=2)[CH2:11][CH2:10][N:9]1[C:23]([O:25][C:26]([CH3:29])([CH3:28])[CH3:27])=[O:24])[CH3:2].C(N(CC)CC)C.[C:38]([C:40]1[CH:41]=[C:42]([CH:46]=[CH:47][C:48]=1[O:49][CH:50]([CH3:52])[CH3:51])[C:43](Cl)=O)#[N:39], predict the reaction product. The product is: [C:38]([C:40]1[CH:41]=[C:42]([C:43]2[O:21][N:20]=[C:18]([C:14]3[C:13]([CH3:22])=[C:12]4[C:17](=[CH:16][CH:15]=3)[CH:8]([CH2:7][CH2:6][CH2:5][C:4]([O:3][CH2:1][CH3:2])=[O:30])[N:9]([C:23]([O:25][C:26]([CH3:29])([CH3:28])[CH3:27])=[O:24])[CH2:10][CH2:11]4)[N:19]=2)[CH:46]=[CH:47][C:48]=1[O:49][CH:50]([CH3:51])[CH3:52])#[N:39].